From a dataset of Forward reaction prediction with 1.9M reactions from USPTO patents (1976-2016). Predict the product of the given reaction. (1) Given the reactants FC(F)(F)S(O[C:7]1[CH:15]=[CH:14][C:13]([C:16](=[O:18])[CH3:17])=[C:12]2[C:8]=1[CH2:9][CH2:10][CH2:11]2)(=O)=O.[C:21]([O-:24])([O-])=[O:22].[Na+].[Na+].[C]=O.[CH3:29]O, predict the reaction product. The product is: [C:16]([C:13]1[C:12]2[CH2:11][CH2:10][CH2:9][C:8]=2[C:7]([C:21]([O:24][CH3:29])=[O:22])=[CH:15][CH:14]=1)(=[O:18])[CH3:17]. (2) Given the reactants [Cl:1][C:2]1[CH:7]=[CH:6][C:5]([N:8]2[CH2:13][CH2:12][N:11]([C:14](=[O:30])[CH2:15][N:16]3[C:20]4=[N:21][CH:22]=[CH:23][CH:24]=[C:19]4[C:18]([C:25]4[NH:26][CH:27]=[CH:28][N:29]=4)=[N:17]3)[CH2:10][CH2:9]2)=[CH:4][C:3]=1[O:31][CH3:32].[H-].[Na+].I[CH3:36], predict the reaction product. The product is: [Cl:1][C:2]1[CH:7]=[CH:6][C:5]([N:8]2[CH2:9][CH2:10][N:11]([C:14](=[O:30])[CH2:15][N:16]3[C:20]4=[N:21][CH:22]=[CH:23][CH:24]=[C:19]4[C:18]([C:25]4[N:29]([CH3:36])[CH:28]=[CH:27][N:26]=4)=[N:17]3)[CH2:12][CH2:13]2)=[CH:4][C:3]=1[O:31][CH3:32]. (3) Given the reactants S(=O)(=O)(O)O.[NH:6]1[CH:10]=[CH:9][C:8]([C:11]([OH:13])=[O:12])=[N:7]1.[CH3:14][CH2:15]O, predict the reaction product. The product is: [CH2:14]([O:12][C:11]([C:8]1[NH:7][N:6]=[CH:10][CH:9]=1)=[O:13])[CH3:15]. (4) Given the reactants [N:1]1[C:9]([NH2:10])=[C:8]2[C:4]([N:5]=[CH:6][NH:7]2)=[N:3][CH:2]=1.[H-].[Na+].Cl[CH2:14][C:15]1[N:16]([C:25]2[CH:30]=[CH:29][CH:28]=[CH:27][C:26]=2[CH3:31])[C:17](=[O:24])[C:18]2[CH:23]=[CH:22][S:21][C:19]=2[N:20]=1, predict the reaction product. The product is: [NH2:10][C:9]1[N:1]=[CH:2][N:3]=[C:4]2[C:8]=1[N:7]=[CH:6][N:5]2[CH2:14][C:15]1[N:16]([C:25]2[CH:30]=[CH:29][CH:28]=[CH:27][C:26]=2[CH3:31])[C:17](=[O:24])[C:18]2[CH:23]=[CH:22][S:21][C:19]=2[N:20]=1. (5) Given the reactants [Cl:1][C:2]1[CH:7]=[CH:6][C:5]([S:8]([CH:11]([C:17]2[CH:22]=[C:21]([F:23])[CH:20]=[CH:19][C:18]=2[F:24])[CH:12]([CH3:16])[CH2:13][CH2:14]O)(=[O:10])=[O:9])=[CH:4][CH:3]=1.[CH3:25][S:26]([NH:29][C:30](=[O:36])[O:31][C:32]([CH3:35])([CH3:34])[CH3:33])(=[O:28])=[O:27].C1(P(C2C=CC=CC=2)C2C=CC=CC=2)C=CC=CC=1.N(C([O-])=O)=NC([O-])=O, predict the reaction product. The product is: [Cl:1][C:2]1[CH:3]=[CH:4][C:5]([S:8]([CH:11]([C:17]2[CH:22]=[C:21]([F:23])[CH:20]=[CH:19][C:18]=2[F:24])[CH:12]([CH3:16])[CH2:13][CH2:14][N:29]([S:26]([CH3:25])(=[O:28])=[O:27])[C:30](=[O:36])[O:31][C:32]([CH3:33])([CH3:35])[CH3:34])(=[O:10])=[O:9])=[CH:6][CH:7]=1. (6) Given the reactants [CH2:1]([O:3][P:4](/[CH:9]=[CH:10]/[C:11]1[CH:20]=[CH:19][C:18]2[C:13](=[C:14]([C:24]3[C:33]4[C:28](=[CH:29][CH:30]=[CH:31][CH:32]=4)[CH:27]=[CH:26][CH:25]=3)[CH:15]=[C:16]([N+:21]([O-])=O)[CH:17]=2)[N:12]=1)(=[O:8])[O:5][CH2:6][CH3:7])[CH3:2].O.[NH4+].[Cl-], predict the reaction product. The product is: [CH2:1]([O:3][P:4](/[CH:9]=[CH:10]/[C:11]1[CH:20]=[CH:19][C:18]2[C:13](=[C:14]([C:24]3[C:33]4[C:28](=[CH:29][CH:30]=[CH:31][CH:32]=4)[CH:27]=[CH:26][CH:25]=3)[CH:15]=[C:16]([NH2:21])[CH:17]=2)[N:12]=1)(=[O:8])[O:5][CH2:6][CH3:7])[CH3:2].